Task: Predict the product of the given reaction.. Dataset: Forward reaction prediction with 1.9M reactions from USPTO patents (1976-2016) (1) Given the reactants [NH2:1][C:2]1[CH:3]=[CH:4][C:5]([N:13]2[CH2:18][CH2:17][N:16]([CH:19]([CH3:21])[CH3:20])[CH2:15][CH2:14]2)=[C:6]2[C:10]=1[C:9](=[O:11])[N:8]([CH3:12])[CH2:7]2.C(=O)([O-])[O-].[K+].[K+].[Cl:28][C:29]1[N:34]=[C:33](Cl)[C:32]([Cl:36])=[CH:31][N:30]=1, predict the reaction product. The product is: [Cl:28][C:29]1[N:34]=[C:33]([NH:1][C:2]2[CH:3]=[CH:4][C:5]([N:13]3[CH2:14][CH2:15][N:16]([CH:19]([CH3:21])[CH3:20])[CH2:17][CH2:18]3)=[C:6]3[C:10]=2[C:9](=[O:11])[N:8]([CH3:12])[CH2:7]3)[C:32]([Cl:36])=[CH:31][N:30]=1. (2) Given the reactants [C:1]([NH:14][C@H:15]([CH2:46][O:47][CH2:48][CH2:49][CH2:50][CH2:51][CH2:52][CH2:53][CH2:54][CH2:55][CH2:56][CH2:57][CH2:58][CH2:59][CH2:60][CH2:61][CH2:62][CH3:63])[CH2:16][S:17][CH2:18][C@H:19]([NH:28]C(=O)OCC1C2C=CC=CC=2C2C1=CC=CC=2)[C:20]([NH:22][C:23]1([CH2:26][OH:27])[CH2:25][CH2:24]1)=[O:21])(=[O:13])[CH2:2][CH2:3][CH2:4][CH2:5][CH2:6][CH2:7][CH2:8][CH2:9][CH2:10][CH2:11][CH3:12].N1CCCCC1.C1(C)C=CC=CC=1, predict the reaction product. The product is: [NH2:28][C@H:19]([C:20]([NH:22][C:23]1([CH2:26][OH:27])[CH2:25][CH2:24]1)=[O:21])[CH2:18][S:17][CH2:16][C@H:15]([NH:14][C:1](=[O:13])[CH2:2][CH2:3][CH2:4][CH2:5][CH2:6][CH2:7][CH2:8][CH2:9][CH2:10][CH2:11][CH3:12])[CH2:46][O:47][CH2:48][CH2:49][CH2:50][CH2:51][CH2:52][CH2:53][CH2:54][CH2:55][CH2:56][CH2:57][CH2:58][CH2:59][CH2:60][CH2:61][CH2:62][CH3:63]. (3) Given the reactants [CH3:1][O:2][C:3]1[CH:8]=[CH:7][C:6]([NH:9][CH2:10][CH2:11][CH2:12][O:13][C:14]2[CH:23]=[CH:22][C:21]3[C:16](=[CH:17][CH:18]=[CH:19][CH:20]=3)[CH:15]=2)=[CH:5][CH:4]=1.Br[CH2:25][C:26]([O:28][CH2:29][CH3:30])=[O:27], predict the reaction product. The product is: [CH2:29]([O:28][C:26](=[O:27])[CH2:25][N:9]([CH2:10][CH2:11][CH2:12][O:13][C:14]1[CH:23]=[CH:22][C:21]2[C:16](=[CH:17][CH:18]=[CH:19][CH:20]=2)[CH:15]=1)[C:6]1[CH:5]=[CH:4][C:3]([O:2][CH3:1])=[CH:8][CH:7]=1)[CH3:30]. (4) The product is: [Cl:13][C:14]1[CH:15]=[CH:16][C:17]([O:18][CH2:19][CH:20]2[O:24][N:23]=[C:22]([C:25]3([C:26]([CH3:29])([CH3:27])[CH3:28])[CH2:1][O:30]3)[CH2:21]2)=[CH:31][CH:32]=1. Given the reactants [CH3:1]C(C)([O-])C.[K+].[I-].C[S+](C)(C)=O.[Cl:13][C:14]1[CH:32]=[CH:31][C:17]([O:18][CH2:19][CH:20]2[O:24][N:23]=[C:22]([C:25](=[O:30])[C:26]([CH3:29])([CH3:28])[CH3:27])[CH2:21]2)=[CH:16][CH:15]=1, predict the reaction product. (5) The product is: [CH2:1]([O:8][CH2:9][CH2:10][CH2:11][CH2:12][CH2:13][CH:14]=[O:25])[C:2]1[CH:7]=[CH:6][CH:5]=[CH:4][CH:3]=1. Given the reactants [CH2:1]([O:8][CH2:9][C:10]1C=[CH:14][CH:13]=[CH:12][CH:11]=1)[C:2]1[CH:7]=[CH:6][CH:5]=[CH:4][CH:3]=1.IC1C=CC=C(CC([O-])=[O:25])C=1CC([O-])=O, predict the reaction product.